Dataset: Full USPTO retrosynthesis dataset with 1.9M reactions from patents (1976-2016). Task: Predict the reactants needed to synthesize the given product. (1) Given the product [NH2:1][C:2]1[CH:10]=[CH:9][CH:8]=[C:7]([C:11]([F:12])([F:13])[F:14])[C:3]=1[CH2:4][OH:5], predict the reactants needed to synthesize it. The reactants are: [NH2:1][C:2]1[CH:10]=[CH:9][CH:8]=[C:7]([C:11]([F:14])([F:13])[F:12])[C:3]=1[C:4](O)=[O:5].[H-].[H-].[H-].[H-].[Li+].[Al+3]. (2) Given the product [Cl:15][C:10]1[C:9]2[CH2:8][CH2:7][CH2:6][CH2:5][C:4]=2[N:3]=[C:2]([NH2:1])[N:11]=1, predict the reactants needed to synthesize it. The reactants are: [NH2:1][C:2]1[N:11]=[C:10](O)[C:9]2[CH2:8][CH2:7][CH2:6][CH2:5][C:4]=2[N:3]=1.P(Cl)(Cl)([Cl:15])=O. (3) Given the product [O:30]1[CH2:31][CH2:32][CH:27]([N:25]2[CH:26]=[C:22]3[C:23]([C:33](=[O:35])[NH:1][CH2:2][CH2:3][CH2:4][CH2:5][CH2:6][CH2:7][N:8]4[CH:12]=[C:11]([C:13]5[N:18]=[C:17]([C:19](=[O:20])[NH:21]3)[CH:16]=[CH:15][CH:14]=5)[CH:10]=[N:9]4)=[N:24]2)[CH2:28][CH2:29]1, predict the reactants needed to synthesize it. The reactants are: [NH2:1][CH2:2][CH2:3][CH2:4][CH2:5][CH2:6][CH2:7][N:8]1[CH:12]=[C:11]([C:13]2[N:18]=[C:17]([C:19]([NH:21][C:22]3[C:23]([C:33]([O-:35])=O)=[N:24][N:25]([CH:27]4[CH2:32][CH2:31][O:30][CH2:29][CH2:28]4)[CH:26]=3)=[O:20])[CH:16]=[CH:15][CH:14]=2)[CH:10]=[N:9]1.[Li+].F[P-](F)(F)(F)(F)F.N1(O[P+](N(C)C)(N(C)C)N(C)C)C2C=CC=CC=2N=N1.C(N(C(C)C)C(C)C)C. (4) Given the product [CH3:25][O:24][C:21]1[CH:22]=[CH:23][C:18]([CH2:17][N:15]2[CH:16]=[C:12]([C:8]3[CH:9]=[C:10]4[NH:11][CH:4]=[CH:5][N:6]4[N:7]=3)[CH:13]=[N:14]2)=[CH:19][CH:20]=1, predict the reactants needed to synthesize it. The reactants are: C(O[CH:4](OCC)[CH2:5][N:6]1[C:10]([NH2:11])=[CH:9][C:8]([C:12]2[CH:13]=[N:14][N:15]([CH2:17][C:18]3[CH:23]=[CH:22][C:21]([O:24][CH3:25])=[CH:20][CH:19]=3)[CH:16]=2)=[N:7]1)C. (5) The reactants are: [F:1][C:2]([F:19])([C:9]([F:18])([F:17])[C:10]([F:16])([F:15])[C:11]([F:14])([F:13])[F:12])[CH2:3][CH2:4][S:5][CH2:6][CH2:7][OH:8].ClC1C=CC=C(C(OO)=O)C=1.[OH2:31].[OH2:32].O.O.O.S([O-])([O-])(=O)=S.[Na+].[Na+].O. Given the product [F:19][C:2]([F:1])([C:9]([F:17])([F:18])[C:10]([F:15])([F:16])[C:11]([F:12])([F:13])[F:14])[CH2:3][CH2:4][S:5]([CH2:6][CH2:7][OH:8])(=[O:32])=[O:31], predict the reactants needed to synthesize it. (6) The reactants are: Br[C:2]1[C:31]2=[N:32][C:28]3=[CH:29][N:30]2[C:5]([N:6]2[CH2:38][CH2:37][C:9]([CH3:39])([O:10][CH2:11][CH2:12][CH2:13][CH2:14][C@H:15]([CH3:36])[O:16][C:17]4[CH:18]=[CH:19][C:20]([F:35])=[C:21]([F:34])[C:22]=4[C:23]4[CH:33]=[C:27]3[CH:26]=[CH:25][CH:24]=4)[CH2:8][CH2:7]2)=[C:4]([C@H:40]([O:45][C:46]([CH3:49])([CH3:48])[CH3:47])[C:41]([O:43][CH3:44])=[O:42])[C:3]=1[CH3:50].[C:51](O[C@@H](C1C(C)=C(C=C)C2=NC3=CN2C=1N1CCC(C)(OCCCC[C@H](C)OC2C=CC(F)=CC=2C2C=C3C=CC=2)CC1)C(OC)=O)(C)(C)[CH3:52]. Given the product [C:46]([O:45][C@@H:40]([C:4]1[C:3]([CH3:50])=[C:2]([CH:51]=[CH2:52])[C:31]2=[N:32][C:28]3=[CH:29][N:30]2[C:5]=1[N:6]1[CH2:38][CH2:37][C:9]([CH3:39])([O:10][CH2:11][CH2:12][CH2:13][CH2:14][C@H:15]([CH3:36])[O:16][C:17]2[CH:18]=[CH:19][C:20]([F:35])=[C:21]([F:34])[C:22]=2[C:23]2[CH:33]=[C:27]3[CH:26]=[CH:25][CH:24]=2)[CH2:8][CH2:7]1)[C:41]([O:43][CH3:44])=[O:42])([CH3:48])([CH3:49])[CH3:47], predict the reactants needed to synthesize it.